From a dataset of Full USPTO retrosynthesis dataset with 1.9M reactions from patents (1976-2016). Predict the reactants needed to synthesize the given product. Given the product [F:11][C:9]1[CH:10]=[C:2]([C:17]2[N:16]([CH3:15])[C:20]([C:21]#[N:22])=[CH:19][CH:18]=2)[CH:3]=[C:4]2[C:8]=1[NH:7][C:6](=[O:12])[C:5]12[CH2:14][CH2:13]1, predict the reactants needed to synthesize it. The reactants are: Br[C:2]1[CH:3]=[C:4]2[C:8](=[C:9]([F:11])[CH:10]=1)[NH:7][C:6](=[O:12])[C:5]12[CH2:14][CH2:13]1.[CH3:15][N:16]1[C:20]([C:21]#[N:22])=[CH:19][CH:18]=[C:17]1B(O)O.[F-].[K+].